This data is from Reaction yield outcomes from USPTO patents with 853,638 reactions. The task is: Predict the reaction yield, written as a fraction of the theoretical maximum amount of product (1.0 means a 100% yield; for example, 0.34 means a 34% yield). (1) The reactants are [Cl:1][C:2]1[CH:3]=[C:4]([CH:31]=[CH:32][CH:33]=1)[CH2:5][CH2:6][NH:7][C:8]1[N:13]=[C:12]([NH:14][C@@H:15]2[CH2:18][C@@H:17]([NH:19]C(=O)OC(C)(C)C)[C:16]2([CH3:28])[CH3:27])[C:11]([C:29]#[N:30])=[CH:10][N:9]=1.C(O)(C(F)(F)F)=O. The catalyst is C(Cl)Cl. The product is [NH2:19][C@@H:17]1[CH2:18][C@@H:15]([NH:14][C:12]2[C:11]([C:29]#[N:30])=[CH:10][N:9]=[C:8]([NH:7][CH2:6][CH2:5][C:4]3[CH:31]=[CH:32][CH:33]=[C:2]([Cl:1])[CH:3]=3)[N:13]=2)[C:16]1([CH3:28])[CH3:27]. The yield is 0.540. (2) The reactants are C(OC(=O)[NH:7][C:8]([C:10]1[S:11][C:12]([S:61][CH3:62])=[C:13]([S:15]([C:18]2[CH:19]=[C:20]([C:24]3[C:29]([CH3:30])=[CH:28][C:27]([NH:31][C:32]([NH:41]C(OC(C)(C)C)=O)=[N:33]C(OC(C)(C)C)=O)=[CH:26][C:25]=3[NH:49][C:50]([NH:52][CH2:53][CH2:54][CH2:55][CH2:56][S:57]([CH3:60])(=[O:59])=[O:58])=[O:51])[CH:21]=[CH:22][CH:23]=2)(=[O:17])=[O:16])[CH:14]=1)=[NH:9])(C)(C)C.[F:64][C:65]([F:70])([F:69])[C:66]([OH:68])=[O:67]. The catalyst is C(Cl)Cl. The product is [F:64][C:65]([F:70])([F:69])[C:66]([OH:68])=[O:67].[NH:31]([C:27]1[CH:28]=[C:29]([CH3:30])[C:24]([C:20]2[CH:21]=[CH:22][CH:23]=[C:18]([S:15]([C:13]3[CH:14]=[C:10]([C:8]([NH2:9])=[NH:7])[S:11][C:12]=3[S:61][CH3:62])(=[O:16])=[O:17])[CH:19]=2)=[C:25]([NH:49][C:50]([NH:52][CH2:53][CH2:54][CH2:55][CH2:56][S:57]([CH3:60])(=[O:59])=[O:58])=[O:51])[CH:26]=1)[C:32]([NH2:41])=[NH:33]. The yield is 0.620. (3) The reactants are Br[C:2]1[CH:3]=[CH:4][C:5]2[S:9][CH:8]=[CH:7][C:6]=2[CH:10]=1.C([Mg]Cl)(C)C.[Cl-].[Li+].CN([CH:21]=[O:22])C.O. The catalyst is C1COCC1. The product is [S:9]1[CH:8]=[CH:7][C:6]2[CH:10]=[C:2]([CH:21]=[O:22])[CH:3]=[CH:4][C:5]1=2. The yield is 0.680. (4) The reactants are [CH3:1][C:2]1[C:10]([CH3:19])([CH2:11][CH2:12][CH2:13][CH2:14][S:15]([OH:18])(=[O:17])=[O:16])[C:9]2[C:4](=[CH:5][CH:6]=[C:7]([S:20]([OH:23])(=[O:22])=[O:21])[CH:8]=2)[N+:3]=1[CH2:24][CH2:25][CH2:26][CH2:27][S:28]([OH:31])(=[O:30])=[O:29].Cl.[C:33]1([NH:39][CH:40]=[CH:41][CH:42]=[CH:43][CH:44]=NC2C=CC=CC=2)[CH:38]=[CH:37][CH:36]=[CH:35][CH:34]=1. The catalyst is C(OC(=O)C)(=O)C.C(O)(=O)C. The product is [NH:39]([CH:40]=[CH:41][CH:42]=[CH:43][CH:44]=[CH:1][C:2]1[C:10]([CH3:19])([CH2:11][CH2:12][CH2:13][CH2:14][S:15]([OH:18])(=[O:16])=[O:17])[C:9]2[C:4](=[CH:5][CH:6]=[C:7]([S:20]([OH:23])(=[O:22])=[O:21])[CH:8]=2)[N+:3]=1[CH2:24][CH2:25][CH2:26][CH2:27][S:28]([O-:31])(=[O:29])=[O:30])[C:33]1[CH:38]=[CH:37][CH:36]=[CH:35][CH:34]=1. The yield is 0.560.